This data is from Peptide-MHC class II binding affinity with 134,281 pairs from IEDB. The task is: Regression. Given a peptide amino acid sequence and an MHC pseudo amino acid sequence, predict their binding affinity value. This is MHC class II binding data. (1) The peptide sequence is DPMVQIPRLVANNTR. The MHC is DRB1_1001 with pseudo-sequence DRB1_1001. The binding affinity (normalized) is 0.408. (2) The peptide sequence is GQFRVIGPRHPIRAL. The MHC is DRB4_0101 with pseudo-sequence DRB4_0103. The binding affinity (normalized) is 0.666. (3) The peptide sequence is VLLAFNCHERPYDLD. The MHC is HLA-DPA10201-DPB10501 with pseudo-sequence HLA-DPA10201-DPB10501. The binding affinity (normalized) is 0. (4) The peptide sequence is NAGFKAALAAAAGVP. The MHC is DRB1_1201 with pseudo-sequence DRB1_1201. The binding affinity (normalized) is 0.209. (5) The peptide sequence is FNFSQDDLLTEDVMI. The MHC is HLA-DQA10102-DQB10602 with pseudo-sequence HLA-DQA10102-DQB10602. The binding affinity (normalized) is 0.261. (6) The peptide sequence is LNFTGPCKGDSVTIK. The MHC is HLA-DQA10401-DQB10402 with pseudo-sequence HLA-DQA10401-DQB10402. The binding affinity (normalized) is 0. (7) The peptide sequence is SRKECPFSNRVWNSF. The MHC is HLA-DQA10601-DQB10402 with pseudo-sequence HLA-DQA10601-DQB10402. The binding affinity (normalized) is 0.567.